This data is from Full USPTO retrosynthesis dataset with 1.9M reactions from patents (1976-2016). The task is: Predict the reactants needed to synthesize the given product. (1) Given the product [F:35][C:36]1[CH:37]=[CH:38][C:39]([CH2:40][CH2:41][C:42]2[C:43]([C:64]([NH:66][C@@H:67]([CH2:75][CH2:76][S:77][CH3:78])[C:68]([O:70][CH:71]3[CH2:72][CH2:3][CH2:2][CH2:73]3)=[O:69])=[O:65])=[N:44][C:45]([O:48][CH:49]([C:57]3[CH:62]=[CH:61][C:60]([F:63])=[CH:59][CH:58]=3)[CH2:50][C:51]3[N:55]([CH3:56])[CH:54]=[N:53][CH:52]=3)=[CH:46][CH:47]=2)=[CH:79][CH:80]=1, predict the reactants needed to synthesize it. The reactants are: F[C:2]1C=CC(CCC2C(C(O)=O)=NC(OC(C3C=CC(F)=CC=3)CC3N(C)C=NC=3)=CC=2)=C[CH:3]=1.[F:35][C:36]1[CH:80]=[CH:79][C:39]([CH2:40][CH2:41][C:42]2[C:43]([C:64]([NH:66][C@@H:67]([CH2:75][CH2:76][S:77][CH3:78])[C:68]([O:70][C:71](C)([CH3:73])[CH3:72])=[O:69])=[O:65])=[N:44][C:45]([O:48][CH:49]([C:57]3[CH:62]=[CH:61][C:60]([F:63])=[CH:59][CH:58]=3)[CH2:50][C:51]3[N:55]([CH3:56])[CH:54]=[N:53][CH:52]=3)=[CH:46][CH:47]=2)=[CH:38][CH:37]=1.C1(OC(=O)[C@H](CCSC)N)CCCC1.C(OC(=O)[C@H](CCSC)N)(C)(C)C. (2) Given the product [CH2:17]([NH:20][C:7]1[C:12]([C:13]#[N:14])=[CH:11][N:10]=[C:9]([S:15][CH3:16])[N:8]=1)[CH2:18][CH3:19], predict the reactants needed to synthesize it. The reactants are: C1COCC1.Cl[C:7]1[C:12]([C:13]#[N:14])=[CH:11][N:10]=[C:9]([S:15][CH3:16])[N:8]=1.[CH2:17]([NH2:20])[CH2:18][CH3:19].C(Cl)(=O)C1C=CC=CC=1. (3) Given the product [O:14]1[C:18]2[CH:19]=[CH:20][CH:21]=[C:22]([CH:23]3[CH2:28][CH2:27][N:26]([CH2:29][CH2:30][C@H:31]4[CH2:32][CH2:33][C@H:34]([NH:37][C:3](=[O:4])[CH2:2][F:1])[CH2:35][CH2:36]4)[CH2:25][CH2:24]3)[C:17]=2[O:16][CH2:15]1, predict the reactants needed to synthesize it. The reactants are: [F:1][CH2:2][C:3](OC)=[O:4].O([Si](C)(C)C)[K].Cl.[O:14]1[C:18]2[CH:19]=[CH:20][CH:21]=[C:22]([CH:23]3[CH2:28][CH2:27][N:26]([CH2:29][CH2:30][C@H:31]4[CH2:36][CH2:35][C@H:34]([NH2:37])[CH2:33][CH2:32]4)[CH2:25][CH2:24]3)[C:17]=2[O:16][CH2:15]1.C(N(CC)C(C)C)(C)C.CN(C(ON1N=NC2C=CC=CC1=2)=[N+](C)C)C.[B-](F)(F)(F)F.C([O-])(O)=O.[Na+]. (4) Given the product [CH:6]1[C:15]2[C:16]3[C:25]([C:13]4[C:14]=2[C:9]([CH:10]=[CH:11][CH:12]=4)=[CH:8][C:7]=1[S:1]([OH:3])(=[O:5])=[O:2])=[N:24][C:23]1[C:18](=[CH:19][CH:20]=[CH:21][CH:22]=1)[N:17]=3, predict the reactants needed to synthesize it. The reactants are: [S:1](=[O:5])(=O)([OH:3])[OH:2].[CH:6]1[C:15]2[C:16]3[C:25]([C:13]4[C:14]=2[C:9]([CH:10]=[CH:11][CH:12]=4)=[CH:8][CH:7]=1)=[N:24][C:23]1[C:18](=[CH:19][CH:20]=[CH:21][CH:22]=1)[N:17]=3. (5) Given the product [ClH:25].[CH2:2]([C:6]1[CH:11]=[CH:10][C:9]([C:12]2[CH:17]=[CH:16][CH:15]=[C:14]([NH:18][NH2:20])[C:13]=2[F:19])=[CH:8][CH:7]=1)[CH2:3][CH2:4][CH3:5], predict the reactants needed to synthesize it. The reactants are: Cl.[CH2:2]([C:6]1[CH:11]=[CH:10][C:9]([C:12]2[CH:17]=[CH:16][CH:15]=[C:14]([NH2:18])[C:13]=2[F:19])=[CH:8][CH:7]=1)[CH2:3][CH2:4][CH3:5].[N:20]([O-])=O.[Na+].[Sn](Cl)[Cl:25].